From a dataset of Reaction yield outcomes from USPTO patents with 853,638 reactions. Predict the reaction yield, written as a fraction of the theoretical maximum amount of product (1.0 means a 100% yield; for example, 0.34 means a 34% yield). (1) The yield is 0.320. The reactants are [F:1][C:2]1[CH:3]=[C:4]([N:19]([C:28]2[CH:33]=[CH:32][C:31]([F:34])=[CH:30][CH:29]=2)[C:20]([C:22]2([C:25]([NH2:27])=[O:26])[CH2:24][CH2:23]2)=[O:21])[CH:5]=[CH:6][C:7]=1[O:8][C:9]1[CH:14]=[CH:13][N:12]=[C:11]2[CH:15]=[C:16](I)[S:17][C:10]=12.[CH2:35]([N:38]1[CH2:43][CH2:42][CH:41]([CH2:44][OH:45])[CH2:40][CH2:39]1)[C:36]#[CH:37]. The product is [F:1][C:2]1[CH:3]=[C:4]([N:19]([C:28]2[CH:33]=[CH:32][C:31]([F:34])=[CH:30][CH:29]=2)[C:20]([C:22]2([C:25]([NH2:27])=[O:26])[CH2:24][CH2:23]2)=[O:21])[CH:5]=[CH:6][C:7]=1[O:8][C:9]1[CH:14]=[CH:13][N:12]=[C:11]2[CH:15]=[C:16]([C:37]#[C:36][CH2:35][N:38]3[CH2:43][CH2:42][CH:41]([CH2:44][OH:45])[CH2:40][CH2:39]3)[S:17][C:10]=12. No catalyst specified. (2) The reactants are [CH:1]([C:3]1[CH:18]=[CH:17][C:6]([O:7][C:8]2[CH:16]=[CH:15][C:11]([C:12]([NH2:14])=[O:13])=[CH:10][N:9]=2)=[C:5]([O:19][CH3:20])[CH:4]=1)=O.[O:21]1[CH2:26][CH2:25][CH:24]([CH2:27][CH2:28][NH2:29])[CH2:23][CH2:22]1. No catalyst specified. The product is [CH3:20][O:19][C:5]1[CH:4]=[C:3]([CH2:1][NH:29][CH2:28][CH2:27][CH:24]2[CH2:25][CH2:26][O:21][CH2:22][CH2:23]2)[CH:18]=[CH:17][C:6]=1[O:7][C:8]1[CH:16]=[CH:15][C:11]([C:12]([NH2:14])=[O:13])=[CH:10][N:9]=1. The yield is 0.770. (3) The product is [F:1][C:2]1[CH:3]=[C:4]([NH:30][C:31]([NH:46][C:45](=[O:98])[CH2:44][C:87]2[CH:88]=[CH:89][C:90]([F:93])=[CH:91][CH:92]=2)=[O:43])[CH:5]=[CH:6][C:7]=1[O:8][C:9]1[C:14]2=[CH:15][C:16]([C:18]3[CH:23]=[CH:22][N:21]=[C:20]([N:24]4[CH2:29][CH2:28][O:27][CH2:26][CH2:25]4)[CH:19]=3)=[CH:17][N:13]2[N:12]=[CH:11][N:10]=1. The reactants are [F:1][C:2]1[CH:3]=[C:4]([NH:30][C:31](=[O:43])CC(NC2C=CC(F)=CC=2)=O)[CH:5]=[CH:6][C:7]=1[O:8][C:9]1[C:14]2=[CH:15][C:16]([C:18]3[CH:23]=[CH:22][N:21]=[C:20]([N:24]4[CH2:29][CH2:28][O:27][CH2:26][CH2:25]4)[CH:19]=3)=[CH:17][N:13]2[N:12]=[CH:11][N:10]=1.[CH3:44][CH2:45][N:46](C(C)C)C(C)C.Cl.[F:93][C:90]1[CH:91]=[C:92](NC(=O)CC(N[C:87]2[CH:92]=[CH:91][C:90]([F:93])=[CH:89][CH:88]=2)=O)[CH:87]=[CH:88][C:89]=1OC1C2=C(C)C(OCCN3CCOCC3)=CN2N=CN=1.C1C[O:98]CC1. The yield is 0.460. No catalyst specified. (4) The yield is 0.720. The catalyst is CN(C=O)C. The product is [CH:18]1([N:5]2[C:1](=[O:11])[C:2]3[C:3](=[CH:7][CH:8]=[CH:9][CH:10]=3)[C:4]2=[O:6])[CH2:17][CH2:16][CH:15]=[CH:14][CH2:19]1. The reactants are [C:1]1(=[O:11])[NH:5][C:4](=[O:6])[C:3]2=[CH:7][CH:8]=[CH:9][CH:10]=[C:2]12.[K].Br[CH:14]1[CH2:19][CH2:18][CH2:17][CH:16]=[CH:15]1.